Predict the reactants needed to synthesize the given product. From a dataset of Full USPTO retrosynthesis dataset with 1.9M reactions from patents (1976-2016). Given the product [F:23][C:17]1[CH:18]=[CH:19][CH:20]=[C:21]([F:22])[C:16]=1[N:9]1[C:10]2[CH:15]=[CH:14][CH:13]=[CH:12][C:11]=2[N:7]([CH2:6][CH2:5][O:4][CH2:3][CH2:2][NH:29][CH:26]2[CH2:28][CH2:27]2)[S:8]1(=[O:25])=[O:24], predict the reactants needed to synthesize it. The reactants are: Br[CH2:2][CH2:3][O:4][CH2:5][CH2:6][N:7]1[C:11]2[CH:12]=[CH:13][CH:14]=[CH:15][C:10]=2[N:9]([C:16]2[C:21]([F:22])=[CH:20][CH:19]=[CH:18][C:17]=2[F:23])[S:8]1(=[O:25])=[O:24].[CH:26]1([NH2:29])[CH2:28][CH2:27]1.